This data is from NCI-60 drug combinations with 297,098 pairs across 59 cell lines. The task is: Regression. Given two drug SMILES strings and cell line genomic features, predict the synergy score measuring deviation from expected non-interaction effect. Drug 1: C1=CC=C(C(=C1)C(C2=CC=C(C=C2)Cl)C(Cl)Cl)Cl. Drug 2: CS(=O)(=O)OCCCCOS(=O)(=O)C. Cell line: MDA-MB-231. Synergy scores: CSS=4.02, Synergy_ZIP=-2.18, Synergy_Bliss=-0.294, Synergy_Loewe=-2.76, Synergy_HSA=-1.42.